From a dataset of TCR-epitope binding with 47,182 pairs between 192 epitopes and 23,139 TCRs. Binary Classification. Given a T-cell receptor sequence (or CDR3 region) and an epitope sequence, predict whether binding occurs between them. (1) The epitope is IYSKHTPINL. The TCR CDR3 sequence is CASSEDAGYTF. Result: 0 (the TCR does not bind to the epitope). (2) The epitope is RLDKVEAEV. The TCR CDR3 sequence is CSARDIHGQGTYNEQFF. Result: 0 (the TCR does not bind to the epitope). (3) The epitope is FQPTNGVGY. The TCR CDR3 sequence is CASRIREHYEQYF. Result: 1 (the TCR binds to the epitope). (4) The epitope is MPASWVMRI. The TCR CDR3 sequence is CASSMGLAGSDEQFF. Result: 1 (the TCR binds to the epitope). (5) The epitope is TPINLVRDL. The TCR CDR3 sequence is CSVDEGDEQFF. Result: 1 (the TCR binds to the epitope).